Dataset: Reaction yield outcomes from USPTO patents with 853,638 reactions. Task: Predict the reaction yield, written as a fraction of the theoretical maximum amount of product (1.0 means a 100% yield; for example, 0.34 means a 34% yield). (1) The product is [Si:22]([O:21][C@H:19]1[C:18](=[CH2:29])[C@H:17]([O:30][Si:31]([C:34]([CH3:37])([CH3:36])[CH3:35])([CH3:33])[CH3:32])[CH2:16][C:15]([CH2:13][OH:12])([OH:38])[CH2:20]1)([C:25]([CH3:27])([CH3:28])[CH3:26])([CH3:24])[CH3:23]. The yield is 0.240. The reactants are [H-].C([Al+]CC(C)C)C(C)C.C[O:12][C:13]([C:15]1([OH:38])[CH2:20][C@@H:19]([O:21][Si:22]([C:25]([CH3:28])([CH3:27])[CH3:26])([CH3:24])[CH3:23])[C:18](=[CH2:29])[C@H:17]([O:30][Si:31]([C:34]([CH3:37])([CH3:36])[CH3:35])([CH3:33])[CH3:32])[CH2:16]1)=O. The catalyst is CCOCC. (2) The reactants are Br[C:2]1[S:3][C:4]2[CH:10]=[C:9]([CH2:11][N:12]3[C:16]4[CH:17]=[C:18]([O:23][CH3:24])[C:19]([O:21][CH3:22])=[CH:20][C:15]=4[N:14]=[CH:13]3)[CH:8]=[CH:7][C:5]=2[N:6]=1.[CH2:25]([O:27][C:28]1[CH:34]=[CH:33][CH:32]=[CH:31][C:29]=1[NH2:30])[CH3:26].CCN(C(C)C)C(C)C. The catalyst is CC(N(C)C)=O. The product is [CH3:22][O:21][C:19]1[C:18]([O:23][CH3:24])=[CH:17][C:16]2[N:12]([CH2:11][C:9]3[CH:8]=[CH:7][C:5]4[N:6]=[C:2]([NH:30][C:29]5[CH:31]=[CH:32][CH:33]=[CH:34][C:28]=5[O:27][CH2:25][CH3:26])[S:3][C:4]=4[CH:10]=3)[CH:13]=[N:14][C:15]=2[CH:20]=1. The yield is 0.220. (3) The reactants are F[C:2]1[CH:7]=[CH:6][CH:5]=[C:4]([F:8])[C:3]=1[C:9]1[CH:18]=[C:17]2[C:12]([C:13]([NH:20][CH3:21])=[N:14][C:15]([NH2:19])=[N:16]2)=[CH:11][CH:10]=1.C(=O)([O-])[O-].[K+].[K+].[CH2:28]([N:35]1[CH2:40][CH2:39][NH:38][CH2:37][CH2:36]1)[C:29]1[CH:34]=[CH:33][CH:32]=[CH:31][CH:30]=1.CN1CCCC1=O. The catalyst is O. The product is [CH2:28]([N:35]1[CH2:40][CH2:39][N:38]([C:2]2[CH:7]=[CH:6][CH:5]=[C:4]([F:8])[C:3]=2[C:9]2[CH:18]=[C:17]3[C:12]([C:13]([NH:20][CH3:21])=[N:14][C:15]([NH2:19])=[N:16]3)=[CH:11][CH:10]=2)[CH2:37][CH2:36]1)[C:29]1[CH:30]=[CH:31][CH:32]=[CH:33][CH:34]=1. The yield is 0.160. (4) The reactants are [NH2:1][C:2]([CH3:27])([CH3:26])[C@H:3]([NH:8][C:9](=[O:25])[C:10]1[CH:15]=[CH:14][C:13]([C:16]#[C:17][C:18]#[C:19][CH:20]([OH:24])[CH2:21][CH2:22][OH:23])=[CH:12][CH:11]=1)[C:4](OC)=[O:5].[NH2:28][OH:29].O. The catalyst is CC(O)C. The product is [NH2:1][C:2]([CH3:27])([CH3:26])[C@H:3]([NH:8][C:9](=[O:25])[C:10]1[CH:15]=[CH:14][C:13]([C:16]#[C:17][C:18]#[C:19][CH:20]([OH:24])[CH2:21][CH2:22][OH:23])=[CH:12][CH:11]=1)[C:4]([NH:28][OH:29])=[O:5]. The yield is 0.486. (5) The reactants are O=[C:2]([C:9]1[CH:14]=[CH:13][CH:12]=[CH:11][N:10]=1)[CH2:3][C:4](OCC)=[O:5].[CH3:15][NH:16][NH2:17]. The catalyst is CCO. The product is [CH3:15][N:16]1[C:4]([OH:5])=[CH:3][C:2]([C:9]2[CH:14]=[CH:13][CH:12]=[CH:11][N:10]=2)=[N:17]1. The yield is 0.790. (6) The reactants are Cl.[NH2:2][C@@H:3]([CH:8]1[CH2:12][CH2:11][CH2:10][CH2:9]1)[C:4]([O:6][CH3:7])=[O:5].Cl[C:14](Cl)([O:16]C(=O)OC(Cl)(Cl)Cl)Cl. The catalyst is C(Cl)Cl.C([O-])(O)=O.[Na+]. The product is [CH:8]1([C@H:3]([N:2]=[C:14]=[O:16])[C:4]([O:6][CH3:7])=[O:5])[CH2:12][CH2:11][CH2:10][CH2:9]1. The yield is 0.970. (7) The reactants are [NH2:1][C:2]1[N:7]=[CH:6][N:5]=[C:4]2[N:8]([CH2:12][C:13]3[O:14][C:15]4[C:20]([C:21](=[O:29])[C:22]=3[C:23]3[CH:28]=[CH:27][CH:26]=[CH:25][CH:24]=3)=[CH:19][CH:18]=[CH:17][CH:16]=4)[N:9]=[C:10](I)[C:3]=12.C([N:37]1[CH:41]=[C:40](B2OC(C)(C)C(C)(C)O2)[CH:39]=[N:38]1)(OC(C)(C)C)=O.C(=O)([O-])[O-].[Na+].[Na+].ClCCl. The catalyst is CN(C=O)C.C(O)C.O. The product is [NH2:1][C:2]1[N:7]=[CH:6][N:5]=[C:4]2[N:8]([CH2:12][C:13]3[O:14][C:15]4[C:20]([C:21](=[O:29])[C:22]=3[C:23]3[CH:28]=[CH:27][CH:26]=[CH:25][CH:24]=3)=[CH:19][CH:18]=[CH:17][CH:16]=4)[N:9]=[C:10]([C:40]3[CH:41]=[N:37][NH:38][CH:39]=3)[C:3]=12. The yield is 0.290. (8) The reactants are C1([NH:7][C:8]([C:10]2[C:11](=[O:29])[N:12]([CH2:22][C:23]3[CH:28]=[CH:27][CH:26]=[CH:25][CH:24]=3)[C:13]3[C:18]([C:19]=2O)=[CH:17][C:16]([Cl:21])=[CH:15][CH:14]=3)=O)CCCCC1.P(Cl)(Cl)([Cl:32])=O. No catalyst specified. The product is [CH2:22]([N:12]1[C:13]2[C:18](=[CH:17][C:16]([Cl:21])=[CH:15][CH:14]=2)[C:19]([Cl:32])=[C:10]([C:8]#[N:7])[C:11]1=[O:29])[C:23]1[CH:28]=[CH:27][CH:26]=[CH:25][CH:24]=1. The yield is 0.510. (9) The reactants are [C:1]([C:3]1[CH:8]=[CH:7][C:6]([NH:9][C:10]([CH:12]2[NH:16][CH:15]([CH2:17][C:18]([CH3:21])([CH3:20])[CH3:19])[C:14]3([C:29]4[C:24](=[CH:25][C:26]([Cl:30])=[CH:27][CH:28]=4)[NH:23][C:22]3=[O:31])[CH:13]2[C:32]2[CH:37]=[CH:36][CH:35]=[C:34]([Cl:38])[C:33]=2[F:39])=[O:11])=[CH:5][CH:4]=1)#[N:2].[OH:40]O.[OH-].[Na+]. The catalyst is CS(C)=O. The product is [C:1]([C:3]1[CH:4]=[CH:5][C:6]([NH:9][C:10]([CH:12]2[NH:16][CH:15]([CH2:17][C:18]([CH3:21])([CH3:20])[CH3:19])[C:14]3([C:29]4[C:24](=[CH:25][C:26]([Cl:30])=[CH:27][CH:28]=4)[NH:23][C:22]3=[O:31])[CH:13]2[C:32]2[CH:37]=[CH:36][CH:35]=[C:34]([Cl:38])[C:33]=2[F:39])=[O:11])=[CH:7][CH:8]=1)(=[O:40])[NH2:2]. The yield is 0.720.